Predict the reaction yield, written as a fraction of the theoretical maximum amount of product (1.0 means a 100% yield; for example, 0.34 means a 34% yield). From a dataset of Reaction yield outcomes from USPTO patents with 853,638 reactions. The reactants are [CH3:1][O:2][C:3]1[S:7][C:6]([CH2:8][CH2:9][C:10]2[NH:14][N:13]=[C:12]([NH2:15])[CH:11]=2)=[CH:5][CH:4]=1.Cl[C:17]1[CH:22]=[CH:21][N:20]=[C:19]([NH:23][CH2:24][C:25]2[O:29][N:28]=[C:27]([CH3:30])[CH:26]=2)[N:18]=1. The catalyst is C(O)C. The product is [CH3:1][O:2][C:3]1[S:7][C:6]([CH2:8][CH2:9][C:10]2[NH:14][N:13]=[C:12]([NH:15][C:17]3[CH:22]=[CH:21][N:20]=[C:19]([NH:23][CH2:24][C:25]4[O:29][N:28]=[C:27]([CH3:30])[CH:26]=4)[N:18]=3)[CH:11]=2)=[CH:5][CH:4]=1. The yield is 0.326.